Predict which catalyst facilitates the given reaction. From a dataset of Catalyst prediction with 721,799 reactions and 888 catalyst types from USPTO. (1) Reactant: [Cl:1][C:2]1[S:6][C:5]([C:7]([O:9]C)=[O:8])=[CH:4][C:3]=1[C:11]1[N:15]([CH3:16])[N:14]=[CH:13][C:12]=1[CH3:17].[OH-].[Na+]. Product: [Cl:1][C:2]1[S:6][C:5]([C:7]([OH:9])=[O:8])=[CH:4][C:3]=1[C:11]1[N:15]([CH3:16])[N:14]=[CH:13][C:12]=1[CH3:17]. The catalyst class is: 7. (2) Reactant: F[C:2]1[CH:10]=[CH:9][C:5]([C:6]([OH:8])=[O:7])=[CH:4][C:3]=1[N+:11]([O-:13])=[O:12].[Cl:14][C:15]1[CH:16]=[C:17]([OH:22])[CH:18]=[C:19]([Cl:21])[CH:20]=1.[H-].[Na+].Cl. Product: [Cl:14][C:15]1[CH:16]=[C:17]([CH:18]=[C:19]([Cl:21])[CH:20]=1)[O:22][C:2]1[CH:10]=[CH:9][C:5]([C:6]([OH:8])=[O:7])=[CH:4][C:3]=1[N+:11]([O-:13])=[O:12]. The catalyst class is: 20. (3) Reactant: [NH2:1][C:2]1[CH:3]=[CH:4][C:5]([N:8]2[CH2:12][CH2:11][C@@H:10]([OH:13])[CH2:9]2)=[N:6][CH:7]=1.[Cl:14][C:15]1[CH:20]=[CH:19][C:18]([C:21]2[S:25][C:24]([C:26](OC)=[O:27])=[C:23](/[N:30]=[CH:31]/N(C)C)[CH:22]=2)=[CH:17][CH:16]=1.C1(O)C=CC=CC=1. Product: [Cl:14][C:15]1[CH:16]=[CH:17][C:18]([C:21]2[S:25][C:24]3[C:26](=[O:27])[N:1]([C:2]4[CH:7]=[N:6][C:5]([N:8]5[CH2:12][CH2:11][C@@H:10]([OH:13])[CH2:9]5)=[CH:4][CH:3]=4)[CH:31]=[N:30][C:23]=3[CH:22]=2)=[CH:19][CH:20]=1. The catalyst class is: 27. (4) Product: [CH2:1]([O:3][C:4]1[CH:5]=[CH:6][C:7]([CH2:10][CH2:11][O:12][C:13]2[CH:14]=[CH:15][C:16]([CH2:17][C@@H:18]([C:25]([OH:27])=[O:26])[NH:19][C:20](=[O:24])[CH:21]([CH3:23])[CH3:22])=[CH:29][CH:30]=2)=[CH:8][CH:9]=1)[CH3:2]. Reactant: [CH2:1]([O:3][C:4]1[CH:9]=[CH:8][C:7]([CH2:10][CH2:11][O:12][C:13]2[CH:30]=[CH:29][C:16]([CH2:17][C@@H:18]([C:25]([O:27]C)=[O:26])[NH:19][C:20](=[O:24])[CH:21]([CH3:23])[CH3:22])=[CH:15][CH:14]=2)=[CH:6][CH:5]=1)[CH3:2].O.[OH-].[Li+].Cl. The catalyst class is: 38. (5) Reactant: [OH:1][C@H:2]1[CH2:6][CH2:5][NH:4][C:3]1=[O:7].Br[C:9]1[CH:14]=[CH:13][C:12]([C:15]([F:18])([F:17])[F:16])=[CH:11][CH:10]=1.C1(P(C2C=CC=CC=2)C2C3OC4C(=CC=CC=4P(C4C=CC=CC=4)C4C=CC=CC=4)C(C)(C)C=3C=CC=2)C=CC=CC=1.C(=O)([O-])[O-].[Cs+].[Cs+]. The catalyst class is: 584. Product: [OH:1][C@H:2]1[CH2:6][CH2:5][N:4]([C:9]2[CH:14]=[CH:13][C:12]([C:15]([F:18])([F:17])[F:16])=[CH:11][CH:10]=2)[C:3]1=[O:7]. (6) Reactant: C[C:2]([C:4]1[CH:9]=[C:8]([O:10][CH3:11])[CH:7]=[C:6](OC)[CH:5]=1)=O.O[C:15]1[CH2:19][O:18][C:17](=[O:20])[CH:16]=1.[CH2:21]1[O:30][C:29]2[CH:28]=[CH:27][C:25]([NH2:26])=[CH:24][C:23]=2[O:22]1. Product: [CH2:21]1[O:30][C:29]2=[CH:28][C:27]3[CH:2]([C:4]4[CH:5]=[CH:6][CH:7]=[C:8]([O:10][CH3:11])[CH:9]=4)[C:16]4[C:17](=[O:20])[O:18][CH2:19][C:15]=4[NH:26][C:25]=3[CH:24]=[C:23]2[O:22]1. The catalyst class is: 55.